Dataset: Forward reaction prediction with 1.9M reactions from USPTO patents (1976-2016). Task: Predict the product of the given reaction. Given the reactants [F:1][C:2]([F:30])([F:29])[C:3]1[CH:8]=[CH:7][C:6]([C:9]2[C:10]([C:15]([NH:17][C:18]3[CH:19]=[CH:20][C:21]([O:24][CH2:25][C:26](O)=[O:27])=[N:22][CH:23]=3)=[O:16])=[CH:11][CH:12]=[CH:13][CH:14]=2)=[CH:5][CH:4]=1.Cl.[NH2:32][CH:33]([C:45]1[CH:50]=[CH:49][CH:48]=[CH:47][CH:46]=1)[C:34]([N:36]([CH2:38][C:39]1[CH:44]=[CH:43][CH:42]=[CH:41][CH:40]=1)[CH3:37])=[O:35].C1CN([P+](Br)(N2CCCC2)N2CCCC2)CC1.F[P-](F)(F)(F)(F)F.C(N(C(C)C)CC)(C)C, predict the reaction product. The product is: [CH2:38]([N:36]([CH3:37])[C:34]([CH:33]([NH:32][C:26]([CH2:25][O:24][C:21]1[N:22]=[CH:23][C:18]([NH:17][C:15]([C:10]2[C:9]([C:6]3[CH:7]=[CH:8][C:3]([C:2]([F:29])([F:1])[F:30])=[CH:4][CH:5]=3)=[CH:14][CH:13]=[CH:12][CH:11]=2)=[O:16])=[CH:19][CH:20]=1)=[O:27])[C:45]1[CH:46]=[CH:47][CH:48]=[CH:49][CH:50]=1)=[O:35])[C:39]1[CH:40]=[CH:41][CH:42]=[CH:43][CH:44]=1.